Dataset: Reaction yield outcomes from USPTO patents with 853,638 reactions. Task: Predict the reaction yield, written as a fraction of the theoretical maximum amount of product (1.0 means a 100% yield; for example, 0.34 means a 34% yield). (1) The reactants are [Cl:1][C:2]1[CH:3]=[C:4]([CH:6]=[CH:7][C:8]=1[N+:9]([O-:11])=[O:10])[NH2:5].[CH3:12][S:13](Cl)(=[O:15])=[O:14].N1C=CC=CC=1. The catalyst is C1COCC1.Cl. The product is [Cl:1][C:2]1[CH:3]=[C:4]([NH:5][S:13]([CH3:12])(=[O:15])=[O:14])[CH:6]=[CH:7][C:8]=1[N+:9]([O-:11])=[O:10]. The yield is 1.00. (2) The reactants are [Br:1][C:2]1[C:11]([O:12][Si:13]([C:16]([CH3:19])([CH3:18])[CH3:17])([CH3:15])[CH3:14])=[C:10]2[C:5]([CH:6]=[CH:7][C:8]([CH:20]=O)=[N:9]2)=[CH:4][CH:3]=1.[NH:22]([C:24]1[CH:29]=[CH:28][CH:27]=[CH:26][N:25]=1)[NH2:23]. The catalyst is CCO. The product is [Br:1][C:2]1[C:11]([O:12][Si:13]([C:16]([CH3:19])([CH3:18])[CH3:17])([CH3:15])[CH3:14])=[C:10]2[C:5]([CH:6]=[CH:7][C:8]([CH:20]=[N:23][NH:22][C:24]3[CH:29]=[CH:28][CH:27]=[CH:26][N:25]=3)=[N:9]2)=[CH:4][CH:3]=1. The yield is 0.730. (3) The reactants are [C:1]1([C:7]([OH:23])([CH2:9][CH2:10][NH:11][C:12]2[S:13][CH:14]=[C:15]([C:17]3[CH:22]=[CH:21][CH:20]=[CH:19][CH:18]=3)[N:16]=2)[CH3:8])[CH:6]=[CH:5][CH:4]=[CH:3][CH:2]=1.CCN(CC)CC.Cl[C:32](Cl)([O:34]C(=O)OC(Cl)(Cl)Cl)Cl. No catalyst specified. The product is [CH3:8][C:7]1([C:1]2[CH:6]=[CH:5][CH:4]=[CH:3][CH:2]=2)[O:23][C:32](=[O:34])[N:11]([C:12]2[S:13][CH:14]=[C:15]([C:17]3[CH:22]=[CH:21][CH:20]=[CH:19][CH:18]=3)[N:16]=2)[CH2:10][CH2:9]1. The yield is 0.370. (4) The reactants are [CH3:1][C:2]1[CH:3]=[C:4]([CH:7]=[C:8]([N+:10]([O-:12])=[O:11])[CH:9]=1)[CH2:5]Br.[CH:13]1([NH2:16])[CH2:15][CH2:14]1. No catalyst specified. The product is [CH:13]1([NH:16][CH2:5][C:4]2[CH:7]=[C:8]([N+:10]([O-:12])=[O:11])[CH:9]=[C:2]([CH3:1])[CH:3]=2)[CH2:15][CH2:14]1. The yield is 0.520. (5) The reactants are [Cl-].[Li+].[Cu](C#N)C#N.[CH:8]1([Mg]Cl)[CH2:12][CH2:11][CH2:10][CH2:9]1.C(OCC)C.[C:20]([O:24][CH3:25])(=[O:23])[C:21]#[CH:22].[I:26]I. The catalyst is O1CCCC1. The product is [CH3:25][O:24][C:20](=[O:23])/[C:21](/[I:26])=[CH:22]\[CH:8]1[CH2:12][CH2:11][CH2:10][CH2:9]1. The yield is 0.970. (6) The reactants are [CH:1]1([C:4]2[C:13]3[C:8](=[CH:9][CH:10]=[CH:11][CH:12]=3)[C:7]([N:14]=[C:15]=[S:16])=[CH:6][CH:5]=2)[CH2:3][CH2:2]1.Cl.[NH2:18][NH:19][C:20](N)=[NH:21].C(N(C(C)C)CC)(C)C. The catalyst is CN(C)C=O. The product is [NH2:21][C:20]1[N:14]([C:7]2[C:8]3[C:13](=[CH:12][CH:11]=[CH:10][CH:9]=3)[C:4]([CH:1]3[CH2:3][CH2:2]3)=[CH:5][CH:6]=2)[C:15]([SH:16])=[N:18][N:19]=1. The yield is 0.440. (7) The reactants are [F:1][C:2]([F:16])([F:15])[C:3]1[CH:4]=[C:5]([N:9]2[C:13]([NH2:14])=[CH:12][CH:11]=[N:10]2)[CH:6]=[CH:7][CH:8]=1.[Cl:17][C:18]1[CH:23]=[CH:22][N:21]2[N:24]=[CH:25][C:26]([C:27](Cl)=[O:28])=[C:20]2[N:19]=1.C(N(C(C)C)CC)(C)C. The catalyst is ClCCl. The product is [Cl:17][C:18]1[CH:23]=[CH:22][N:21]2[N:24]=[CH:25][C:26]([C:27]([NH:14][C:13]3[N:9]([C:5]4[CH:6]=[CH:7][CH:8]=[C:3]([C:2]([F:1])([F:15])[F:16])[CH:4]=4)[N:10]=[CH:11][CH:12]=3)=[O:28])=[C:20]2[N:19]=1. The yield is 0.580.